From a dataset of Full USPTO retrosynthesis dataset with 1.9M reactions from patents (1976-2016). Predict the reactants needed to synthesize the given product. (1) Given the product [CH3:4][CH2:3][CH2:2][CH2:1][C:5]1[N:6]([CH2:12][C:13]2[CH:22]=[CH:21][C:16]([C:17]([OH:19])=[O:18])=[CH:15][CH:14]=2)[C:7](/[CH:10]=[C:26](/[C:23]([OH:25])=[O:24])\[CH2:32][C:33]2[S:34][CH:35]=[CH:36][CH:37]=2)=[CH:8][N:9]=1, predict the reactants needed to synthesize it. The reactants are: [CH2:1]([C:5]1[N:6]([CH2:12][C:13]2[CH:22]=[CH:21][C:16]([C:17]([O:19]C)=[O:18])=[CH:15][CH:14]=2)[C:7]([CH:10]=O)=[CH:8][N:9]=1)[CH2:2][CH2:3][CH3:4].[C:23]([CH:26]([CH2:32][C:33]1[S:34][CH:35]=[CH:36][CH:37]=1)C(OCC)=O)([OH:25])=[O:24]. (2) Given the product [CH:1]1([CH2:6][CH:7]([N:11]2[C:19]3[C:14](=[CH:15][C:16]([O:20][CH3:21])=[CH:17][CH:18]=3)[C:13](=[O:22])[C:12]2=[O:23])[C:8]([NH:30][C:25]2[CH:26]=[CH:27][CH:28]=[CH:29][N:24]=2)=[O:9])[CH2:2][CH2:3][CH2:4][CH2:5]1, predict the reactants needed to synthesize it. The reactants are: [CH:1]1([CH2:6][CH:7]([N:11]2[C:19]3[C:14](=[CH:15][C:16]([O:20][CH3:21])=[CH:17][CH:18]=3)[C:13](=[O:22])[C:12]2=[O:23])[C:8](O)=[O:9])[CH2:5][CH2:4][CH2:3][CH2:2]1.[N:24]1[CH:29]=[CH:28][CH:27]=[CH:26][C:25]=1[NH2:30].C(N(CC)C(C)C)(C)C.F[P-](F)(F)(F)(F)F.N1(O[P+](N(C)C)(N(C)C)N(C)C)C2C=CC=CC=2N=N1. (3) Given the product [CH2:1]([O:3][C:4]1[CH:5]=[C:6]([N:14]([CH2:23][C:24]2[CH:35]=[CH:30][CH:26]=[CH:27][N:28]=2)[C:15]2[CH:22]=[CH:21][C:18]([C:19]#[N:20])=[CH:17][CH:16]=2)[CH:7]=[CH:8][C:9]=1[O:10][CH:11]([CH3:13])[CH3:12])[CH3:2], predict the reactants needed to synthesize it. The reactants are: [CH2:1]([O:3][C:4]1[CH:5]=[C:6]([N:14]([CH2:23][C:24]2S[CH:26]=[CH:27][N:28]=2)[C:15]2[CH:22]=[CH:21][C:18]([C:19]#[N:20])=[CH:17][CH:16]=2)[CH:7]=[CH:8][C:9]=1[O:10][CH:11]([CH3:13])[CH3:12])[CH3:2].Br[C:30]1[CH:35]=CC=CN=1.